From a dataset of Catalyst prediction with 721,799 reactions and 888 catalyst types from USPTO. Predict which catalyst facilitates the given reaction. (1) Reactant: [F:1][C:2]1[CH:3]=[C:4]([CH:42]=[CH:43][CH:44]=1)[CH2:5][N:6]1[CH:10]=[C:9]([C:11]2[C:19]3[C:14](=[N:15][CH:16]=[C:17]([C:20]4[CH:21]=[N:22][C:23]([N:26]5[CH2:31][CH2:30][NH:29][CH2:28][CH2:27]5)=[CH:24][CH:25]=4)[CH:18]=3)[N:13]([S:32]([C:35]3[CH:41]=[CH:40][C:38]([CH3:39])=[CH:37][CH:36]=3)(=[O:34])=[O:33])[CH:12]=2)[CH:8]=[N:7]1.FC1C=C(C=[CH:78][CH:79]=1)CN1C=C(C2C3C(=NC=C(C4C=NC(N5CCN(C)CC5)=CC=4)C=3)NC=2)C=N1.[C:80](=O)([O-])[O-:81].[K+].[K+]. Product: [F:1][C:2]1[CH:3]=[C:4]([CH:42]=[CH:43][CH:44]=1)[CH2:5][N:6]1[CH:10]=[C:9]([C:11]2[C:19]3[C:14](=[N:15][CH:16]=[C:17]([C:20]4[CH:21]=[N:22][C:23]([N:26]5[CH2:31][CH2:30][N:29]([CH2:78][CH2:79][O:81][CH3:80])[CH2:28][CH2:27]5)=[CH:24][CH:25]=4)[CH:18]=3)[N:13]([S:32]([C:35]3[CH:41]=[CH:40][C:38]([CH3:39])=[CH:37][CH:36]=3)(=[O:34])=[O:33])[CH:12]=2)[CH:8]=[N:7]1. The catalyst class is: 3. (2) Reactant: [C:1]([O:5][C:6]([N:8]([CH2:27][CH:28]1[CH2:30][CH2:29]1)[C@@H:9]1[CH2:11][C@H:10]1[C:12]1[CH:17]=[CH:16][C:15]([NH:18]C(=O)OCC(Cl)(Cl)Cl)=[CH:14][CH:13]=1)=[O:7])([CH3:4])([CH3:3])[CH3:2].C(O)(=O)C.[OH-].[Na+].C(OCC)(=O)C. Product: [NH2:18][C:15]1[CH:16]=[CH:17][C:12]([C@@H:10]2[CH2:11][C@H:9]2[N:8]([CH2:27][CH:28]2[CH2:30][CH2:29]2)[C:6](=[O:7])[O:5][C:1]([CH3:4])([CH3:3])[CH3:2])=[CH:13][CH:14]=1. The catalyst class is: 324.